Dataset: Catalyst prediction with 721,799 reactions and 888 catalyst types from USPTO. Task: Predict which catalyst facilitates the given reaction. (1) Reactant: [Cl:1][C:2]1[CH:3]=[C:4]2[C:9](=[C:10]([Cl:12])[CH:11]=1)[CH2:8][N:7]([CH:13]1[CH2:15][CH2:14]1)[CH2:6][C@H:5]2[C:16]1[CH:21]=[CH:20][CH:19]=[CH:18][C:17]=1[NH2:22].Cl[C:24]([O:26][C:27]1[CH:32]=[CH:31][CH:30]=[CH:29][CH:28]=1)=[S:25]. Product: [Cl:1][C:2]1[CH:3]=[C:4]2[C:9](=[C:10]([Cl:12])[CH:11]=1)[CH2:8][N:7]([CH:13]1[CH2:15][CH2:14]1)[CH2:6][C@H:5]2[C:16]1[CH:21]=[CH:20][CH:19]=[CH:18][C:17]=1[NH:22][C:24](=[S:25])[O:26][C:27]1[CH:32]=[CH:31][CH:30]=[CH:29][CH:28]=1. The catalyst class is: 1. (2) Reactant: CON(C)[C:4]([C:6]1[C:10]([CH3:11])=[C:9]([CH3:12])[S:8][CH:7]=1)=[O:5].[Cl:14][C:15]1[CH:20]=[CH:19][C:18]([Mg]Br)=[CH:17][CH:16]=1.Cl. Product: [Cl:14][C:15]1[CH:20]=[CH:19][C:18]([C:4]([C:6]2[C:10]([CH3:11])=[C:9]([CH3:12])[S:8][CH:7]=2)=[O:5])=[CH:17][CH:16]=1. The catalyst class is: 165. (3) Reactant: [C:1]([N:4]1[C:12]2[C:7](=[CH:8][C:9]([N+:17]([O-])=O)=[C:10]([S:13]([OH:16])(=[O:15])=[O:14])[CH:11]=2)[CH2:6][CH2:5]1)(=[O:3])[CH3:2].CN(C=O)C. Product: [C:1]([N:4]1[C:12]2[C:7](=[CH:8][C:9]([NH2:17])=[C:10]([S:13]([OH:16])(=[O:15])=[O:14])[CH:11]=2)[CH2:6][CH2:5]1)(=[O:3])[CH3:2]. The catalyst class is: 19. (4) Reactant: [CH3:1][N:2]([CH2:18][C:19]1[CH:24]=[CH:23][CH:22]=[C:21]([C:25](=[O:59])[NH:26][C:27]2[CH:32]=[CH:31][C:30]([N:33]3[CH2:38][CH2:37][CH2:36][CH2:35][CH2:34]3)=[CH:29][C:28]=2[C:39]2[CH:44]=[C:43]([C:45](=[O:58])[NH:46][CH2:47][C:48]3[CH:53]=[CH:52][CH:51]=[C:50]([C:54]([F:57])([F:56])[F:55])[CH:49]=3)[CH:42]=[CH:41][N:40]=2)[CH:20]=1)[CH2:3][CH2:4][N:5]1[CH2:10][CH2:9][N:8]([C:11](OC(C)(C)C)=O)[CH2:7][CH2:6]1.ClCCl.C(O)(C(F)(F)F)=O.C(N(CC)CC)C.CS(Cl)(=O)=O. Product: [CH3:1][N:2]([CH2:18][C:19]1[CH:20]=[C:21]([CH:22]=[CH:23][CH:24]=1)[C:25]([NH:26][C:27]1[CH:32]=[CH:31][C:30]([N:33]2[CH2:34][CH2:35][CH2:36][CH2:37][CH2:38]2)=[CH:29][C:28]=1[C:39]1[CH:44]=[C:43]([CH:42]=[CH:41][N:40]=1)[C:45]([NH:46][CH2:47][C:48]1[CH:53]=[CH:52][CH:51]=[C:50]([C:54]([F:55])([F:57])[F:56])[CH:49]=1)=[O:58])=[O:59])[CH2:3][CH2:4][N:5]1[CH2:6][CH2:7][N:8]([CH3:11])[CH2:9][CH2:10]1. The catalyst class is: 4.